Dataset: Peptide-MHC class I binding affinity with 185,985 pairs from IEDB/IMGT. Task: Regression. Given a peptide amino acid sequence and an MHC pseudo amino acid sequence, predict their binding affinity value. This is MHC class I binding data. (1) The peptide sequence is LTFNFTPKI. The MHC is HLA-A32:01 with pseudo-sequence HLA-A32:01. The binding affinity (normalized) is 0.565. (2) The MHC is HLA-B51:01 with pseudo-sequence HLA-B51:01. The binding affinity (normalized) is 0.0847. The peptide sequence is ELYPTVNTY.